From a dataset of Reaction yield outcomes from USPTO patents with 853,638 reactions. Predict the reaction yield, written as a fraction of the theoretical maximum amount of product (1.0 means a 100% yield; for example, 0.34 means a 34% yield). The reactants are [Br:1][C:2]1[CH:10]=[C:9]2[C:5]([CH:6]=[N:7][NH:8]2)=[C:4]([CH3:11])[CH:3]=1.[OH-].[Na+].[CH2:14](I)[CH3:15]. The catalyst is C1COCC1.S([O-])(O)(=O)=O.C([N+](CCCC)(CCCC)CCCC)CCC. The product is [Br:1][C:2]1[CH:10]=[C:9]2[C:5]([CH:6]=[N:7][N:8]2[CH2:14][CH3:15])=[C:4]([CH3:11])[CH:3]=1. The yield is 0.420.